Dataset: Full USPTO retrosynthesis dataset with 1.9M reactions from patents (1976-2016). Task: Predict the reactants needed to synthesize the given product. (1) The reactants are: C[Mg]Cl.Cl.[O:5]1[CH2:9][CH2:8][CH2:7][CH2:6]1. Given the product [OH:5][C:9]([CH3:8])([CH3:9])[CH2:8][C:7]1[CH:6]=[CH:7][C:7]([CH2:8][C:9]([OH:5])=[O:5])=[CH:6][CH:6]=1, predict the reactants needed to synthesize it. (2) The reactants are: [F:1][C:2]1[CH:7]=[CH:6][C:5](B(O)O)=[CH:4][CH:3]=1.N#N.Cl[C:14]1[C:20]2[CH:21]=[CH:22][CH:23]=[CH:24][C:19]=2[C:18]2[C:25]([CH3:28])=[N:26][O:27][C:17]=2[CH:16]([C:29]([F:32])([F:31])[F:30])[N:15]=1.C([O-])([O-])=O.[Na+].[Na+]. Given the product [F:1][C:2]1[CH:7]=[CH:6][C:5]([C:14]2[C:20]3[CH:21]=[CH:22][CH:23]=[CH:24][C:19]=3[C:18]3[C:25]([CH3:28])=[N:26][O:27][C:17]=3[CH:16]([C:29]([F:30])([F:32])[F:31])[N:15]=2)=[CH:4][CH:3]=1, predict the reactants needed to synthesize it. (3) Given the product [NH2:1][C:2]1[CH:3]=[C:4]([C:5](=[O:7])[NH:21][C:18]2[CH:17]=[CH:16][C:15]([C:22]3[CH:27]=[CH:26][CH:25]=[CH:24][CH:23]=3)=[CH:20][CH:19]=2)[CH:8]=[CH:9][C:10]=1[C:11]([O:13][CH3:14])=[O:12], predict the reactants needed to synthesize it. The reactants are: [NH2:1][C:2]1[CH:3]=[C:4]([CH:8]=[CH:9][C:10]=1[C:11]([O:13][CH3:14])=[O:12])[C:5]([OH:7])=O.[C:15]1([C:22]2[CH:27]=[CH:26][CH:25]=[CH:24][CH:23]=2)[CH:20]=[CH:19][C:18]([NH2:21])=[CH:17][CH:16]=1.C(N(C(C)C)CC)(C)C. (4) Given the product [CH2:52]([O:53][C:54]([C:2]1[CH:3]=[C:4]([CH:16]=[CH:17][C:18]=1[F:19])[C:5]([NH:7][C:8]1[CH:13]=[CH:12][CH:11]=[C:10]([O:14][CH3:15])[CH:9]=1)=[O:6])=[CH2:55])[CH2:51][CH2:50][CH3:49], predict the reactants needed to synthesize it. The reactants are: Br[C:2]1[CH:3]=[C:4]([CH:16]=[CH:17][C:18]=1[F:19])[C:5]([NH:7][C:8]1[CH:13]=[CH:12][CH:11]=[C:10]([O:14][CH3:15])[CH:9]=1)=[O:6].C1(P(C2C=CC=CC=2)CCCP(C2C=CC=CC=2)C2C=CC=CC=2)C=CC=CC=1.[CH3:49][CH2:50][CH2:51][CH2:52][O:53][CH:54]=[CH2:55].C(NC(C)C)(C)C. (5) Given the product [CH2:8]1[C:9]2[C:4](=[CH:3][C:2]([B:12]([OH:14])[OH:13])=[CH:11][CH:10]=2)[CH2:5][CH2:6][CH2:7]1, predict the reactants needed to synthesize it. The reactants are: Br[C:2]1[CH:3]=[C:4]2[C:9](=[CH:10][CH:11]=1)[CH2:8][CH2:7][CH2:6][CH2:5]2.[B:12]([O-])([O-:14])[O-:13].Cl.O.